Predict the reactants needed to synthesize the given product. From a dataset of Full USPTO retrosynthesis dataset with 1.9M reactions from patents (1976-2016). Given the product [CH:13]([O:12][C:9]1([C:6]2[CH:5]=[CH:4][C:3]([C:1]#[C:2][C:24]3[CH:25]=[CH:26][C:21]([C:20]([O:19][CH2:17][CH3:18])=[O:28])=[CH:22][CH:23]=3)=[CH:8][C:7]=2[CH3:29])[CH2:10][CH2:11]1)([CH3:14])[CH3:15], predict the reactants needed to synthesize it. The reactants are: [C:1]([C:3]1[CH:8]=[CH:7][C:6]([C:9]2([O:12][CH:13]([CH3:15])[CH3:14])[CH2:11][CH2:10]2)=[CH:5][C:4]=1C)#[CH:2].[CH2:17]([O:19][C:20](=[O:28])[C:21]1[CH:26]=[CH:25][C:24](I)=[CH:23][CH:22]=1)[CH3:18].[CH2:29](N(CC)CC)C.